Dataset: Catalyst prediction with 721,799 reactions and 888 catalyst types from USPTO. Task: Predict which catalyst facilitates the given reaction. (1) Reactant: [F:1][C:2]1[CH:3]=[N:4][C:5]2[CH:6]=[CH:7][C:8](=[O:30])[N:9]3[CH2:13][C:12]([CH2:15][N:16]4[CH2:21][CH2:20][CH:19]([NH:22][C:23](=[O:29])[O:24][C:25]([CH3:28])([CH3:27])[CH3:26])[CH2:18][CH2:17]4)(O)[C:11]=1[C:10]=23.C(N(S(F)(F)[F:37])CC)C.C(=O)(O)[O-].[Na+]. Product: [F:1][C:2]1[CH:3]=[N:4][C:5]2[CH:6]=[CH:7][C:8](=[O:30])[N:9]3[CH2:13][C:12]([CH2:15][N:16]4[CH2:21][CH2:20][CH:19]([NH:22][C:23](=[O:29])[O:24][C:25]([CH3:28])([CH3:27])[CH3:26])[CH2:18][CH2:17]4)([F:37])[C:11]=1[C:10]=23. The catalyst class is: 4. (2) Reactant: [CH2:1]([Li])CCC.[Br:6][C:7]1[CH:14]=[CH:13][C:12]([F:15])=[CH:11][C:8]=1[CH:9]=O. Product: [Br:6][C:7]1[CH:14]=[CH:13][C:12]([F:15])=[CH:11][C:8]=1[CH:9]=[CH2:1]. The catalyst class is: 597.